From a dataset of Forward reaction prediction with 1.9M reactions from USPTO patents (1976-2016). Predict the product of the given reaction. (1) Given the reactants Cl[C:2]1[CH:7]=[C:6]([Cl:8])[N:5]=[CH:4][N:3]=1.C(=O)([O-])[O-].[K+].[K+].Cl.[CH3:16][C@H:17]1[CH2:23][CH2:22][CH2:21][C@@H:20]([CH3:24])[CH2:19][NH:18]1.[Cl-].[NH4+], predict the reaction product. The product is: [Cl:8][C:6]1[N:5]=[CH:4][N:3]=[C:2]([N:18]2[CH2:19][C@H:20]([CH3:24])[CH2:21][CH2:22][CH2:23][C@@H:17]2[CH3:16])[CH:7]=1. (2) Given the reactants [CH3:1][N:2]([CH2:18][C:19]([OH:21])=O)[NH:3][C:4](=[O:17])[NH:5][CH2:6][C:7]1[C:16]2[C:11](=[CH:12][CH:13]=[CH:14][CH:15]=2)[CH:10]=[CH:9][CH:8]=1.[NH2:22][C@H:23]([C:36]([N:38]([C@@H:50]([CH3:58])[CH:51]([O:55][CH2:56][CH3:57])[O:52][CH2:53][CH3:54])[CH2:39][C:40]1[C:49]2[C:44](=[CH:45][CH:46]=[CH:47][CH:48]=2)[CH:43]=[CH:42][CH:41]=1)=[O:37])[CH2:24][CH2:25][CH2:26][CH2:27][NH:28][C:29](=[O:35])[O:30][C:31]([CH3:34])([CH3:33])[CH3:32], predict the reaction product. The product is: [CH2:56]([O:55][CH:51]([O:52][CH2:53][CH3:54])[C@@H:50]([N:38]([CH2:39][C:40]1[C:49]2[C:44](=[CH:45][CH:46]=[CH:47][CH:48]=2)[CH:43]=[CH:42][CH:41]=1)[C:36](=[O:37])[C@@H:23]([NH:22][C:19](=[O:21])[CH2:18][N:2]([CH3:1])[NH:3][C:4](=[O:17])[NH:5][CH2:6][C:7]1[C:16]2[C:11](=[CH:12][CH:13]=[CH:14][CH:15]=2)[CH:10]=[CH:9][CH:8]=1)[CH2:24][CH2:25][CH2:26][CH2:27][NH:28][C:29](=[O:35])[O:30][C:31]([CH3:33])([CH3:34])[CH3:32])[CH3:58])[CH3:57]. (3) Given the reactants [O:1]=[C:2]1[C:10]2[C:5](=[CH:6][CH:7]=[CH:8][CH:9]=2)[C:4](=[O:11])[N:3]1[C:12]1[CH:17]=[CH:16][C:15]([S:18]([N:21]([CH3:23])[CH3:22])(=[O:20])=[O:19])=[CH:14][C:13]=1[OH:24].[C:25]([O-])([O-])=O.[K+].[K+].IC, predict the reaction product. The product is: [O:11]=[C:4]1[C:5]2[C:10](=[CH:9][CH:8]=[CH:7][CH:6]=2)[C:2](=[O:1])[N:3]1[C:12]1[CH:17]=[CH:16][C:15]([S:18]([N:21]([CH3:22])[CH3:23])(=[O:19])=[O:20])=[CH:14][C:13]=1[O:24][CH3:25]. (4) Given the reactants N[C:2]1[CH:10]=[C:9]([C:11]2[C:16]([C:17]([F:20])([F:19])[F:18])=[CH:15][CH:14]=[CH:13][N:12]=2)[CH:8]=[CH:7][C:3]=1[C:4](N)=[O:5].N([O-])=[O:22].[Na+].[OH-:25].[Na+], predict the reaction product. The product is: [OH:25][C:2]1[CH:10]=[C:9]([C:11]2[C:16]([C:17]([F:20])([F:19])[F:18])=[CH:15][CH:14]=[CH:13][N:12]=2)[CH:8]=[CH:7][C:3]=1[C:4]([OH:22])=[O:5]. (5) Given the reactants [NH2:1][CH2:2][C:3]1[CH:8]=[CH:7][C:6]([C:9]2[C:10]3[C:11]4[CH:23]=[CH:22][S:21][C:12]=4[C:13](=[O:20])[NH:14][C:15]=3[CH:16]=[CH:17][C:18]=2[OH:19])=[CH:5][CH:4]=1.[C:24](O[C:24]([O:26][C:27]([CH3:30])([CH3:29])[CH3:28])=[O:25])([O:26][C:27]([CH3:30])([CH3:29])[CH3:28])=[O:25], predict the reaction product. The product is: [OH:19][C:18]1[CH:17]=[CH:16][C:15]2[NH:14][C:13](=[O:20])[C:12]3[S:21][CH:22]=[CH:23][C:11]=3[C:10]=2[C:9]=1[C:6]1[CH:5]=[CH:4][C:3]([CH2:2][NH:1][C:24](=[O:25])[O:26][C:27]([CH3:30])([CH3:29])[CH3:28])=[CH:8][CH:7]=1.